Dataset: NCI-60 drug combinations with 297,098 pairs across 59 cell lines. Task: Regression. Given two drug SMILES strings and cell line genomic features, predict the synergy score measuring deviation from expected non-interaction effect. Drug 1: CC1CCC2CC(C(=CC=CC=CC(CC(C(=O)C(C(C(=CC(C(=O)CC(OC(=O)C3CCCCN3C(=O)C(=O)C1(O2)O)C(C)CC4CCC(C(C4)OC)O)C)C)O)OC)C)C)C)OC. Drug 2: CC1=C(C(=O)C2=C(C1=O)N3CC4C(C3(C2COC(=O)N)OC)N4)N. Cell line: SNB-75. Synergy scores: CSS=24.3, Synergy_ZIP=-9.97, Synergy_Bliss=-1.11, Synergy_Loewe=-1.08, Synergy_HSA=0.660.